This data is from NCI-60 drug combinations with 297,098 pairs across 59 cell lines. The task is: Regression. Given two drug SMILES strings and cell line genomic features, predict the synergy score measuring deviation from expected non-interaction effect. Drug 1: C1=CC(=CC=C1CC(C(=O)O)N)N(CCCl)CCCl.Cl. Drug 2: CCC1(CC2CC(C3=C(CCN(C2)C1)C4=CC=CC=C4N3)(C5=C(C=C6C(=C5)C78CCN9C7C(C=CC9)(C(C(C8N6C)(C(=O)OC)O)OC(=O)C)CC)OC)C(=O)OC)O.OS(=O)(=O)O. Cell line: T-47D. Synergy scores: CSS=29.4, Synergy_ZIP=-8.54, Synergy_Bliss=-5.12, Synergy_Loewe=-23.5, Synergy_HSA=-6.32.